Task: Predict the reaction yield, written as a fraction of the theoretical maximum amount of product (1.0 means a 100% yield; for example, 0.34 means a 34% yield).. Dataset: Reaction yield outcomes from USPTO patents with 853,638 reactions (1) The reactants are [C:1]1([CH3:7])[CH:6]=[CH:5][CH:4]=[CH:3][CH:2]=1.Br[C:9]1[CH:18]=[CH:17][C:12]([C:13]([O:15][CH3:16])=[O:14])=[CH:11][C:10]=1[O:19][CH3:20].C1(C)C=CC=CC=1B(O)O.C(=O)([O-])[O-].[Na+].[Na+]. The catalyst is C1C=CC([P]([Pd]([P](C2C=CC=CC=2)(C2C=CC=CC=2)C2C=CC=CC=2)([P](C2C=CC=CC=2)(C2C=CC=CC=2)C2C=CC=CC=2)[P](C2C=CC=CC=2)(C2C=CC=CC=2)C2C=CC=CC=2)(C2C=CC=CC=2)C2C=CC=CC=2)=CC=1.O.C(O)C. The product is [CH3:16][O:15][C:13]([C:12]1[CH:17]=[CH:18][C:9]([C:2]2[CH:3]=[CH:4][CH:5]=[CH:6][C:1]=2[CH3:7])=[C:10]([O:19][CH3:20])[CH:11]=1)=[O:14]. The yield is 0.990. (2) The reactants are [NH:1]1[C:9]2[C:4](=[CH:5][CH:6]=[C:7]([C:10]([NH:12][C@@H:13]([C:17]([N:19]3[CH2:24][CH2:23][CH:22]([CH:25]4[CH2:30][CH2:29][N:28]([CH3:31])[CH2:27][CH2:26]4)[CH2:21][CH2:20]3)=[O:18])[CH:14]([CH3:16])[CH3:15])=[O:11])[CH:8]=2)[CH:3]=[CH:2]1.[ClH:32]. No catalyst specified. The product is [ClH:32].[NH:1]1[C:9]2[C:4](=[CH:5][CH:6]=[C:7]([C:10]([NH:12][C@@H:13]([C:17]([N:19]3[CH2:24][CH2:23][CH:22]([CH:25]4[CH2:26][CH2:27][N:28]([CH3:31])[CH2:29][CH2:30]4)[CH2:21][CH2:20]3)=[O:18])[CH:14]([CH3:15])[CH3:16])=[O:11])[CH:8]=2)[CH:3]=[CH:2]1. The yield is 0.980. (3) The reactants are Br[C:2]1[CH:3]=[C:4]([C:8]2[C:9]3[C:14]([C:15]([C:22]4[CH:27]=[CH:26][CH:25]=[CH:24][CH:23]=4)=[C:16]4[C:21]=2[CH:20]=[CH:19][CH:18]=[CH:17]4)=[CH:13][CH:12]=[CH:11][CH:10]=3)[CH:5]=[CH:6][CH:7]=1.[CH:28]1[C:44]2[C:33]3[C:32]4[CH:44]=[CH:28][CH:29]=[CH:30][C:31]=4O[C:34]=3[C:34](B(O)O)=[CH:33][C:32]=2[CH:31]=[CH:30][CH:29]=1.[C:63]1([CH3:68])[CH:64]=[CH:65][CH:66]=[CH:67][C:62]=1P([C:62]1[CH:67]=[CH:66][CH:65]=[CH:64][C:63]=1[CH3:68])[C:62]1[CH:67]=[CH:66][CH:65]=[CH:64][C:63]=1[CH3:68].[C:70](=[O:73])([O-])[O-].[K+].[K+]. The catalyst is C([O-])(=O)C.[Pd+2].C([O-])(=O)C.C(O)C.C1(C)C=CC=CC=1. The product is [C:22]1([C:15]2[C:16]3[C:21](=[CH:20][CH:19]=[CH:18][CH:17]=3)[C:8]([C:4]3[CH:3]=[C:2]([C:34]4[C:70]5[O:73][C:62]6[CH:67]=[CH:66][CH:65]=[CH:64][C:63]=6[C:68]=5[C:44]5[CH:28]=[CH:29][CH:30]=[CH:31][C:32]=5[CH:33]=4)[CH:7]=[CH:6][CH:5]=3)=[C:9]3[C:14]=2[CH:13]=[CH:12][CH:11]=[CH:10]3)[CH:27]=[CH:26][CH:25]=[CH:24][CH:23]=1. The yield is 0.670. (4) The reactants are [CH:1]([NH2:4])([CH3:3])[CH3:2].Cl[P:6](Cl)[C:7]1[CH:12]=[CH:11][CH:10]=[CH:9][CH:8]=1. The catalyst is C(OCC)C. The product is [CH:1]([NH:4][P:6]([NH:4][CH:1]([CH3:3])[CH3:2])[C:7]1[CH:12]=[CH:11][CH:10]=[CH:9][CH:8]=1)([CH3:3])[CH3:2]. The yield is 0.330. (5) The reactants are [Br:1][C:2]1[C:7]([OH:8])=[C:6]([NH:9][C:10](=O)[C:11]([CH3:14])([CH3:13])[CH3:12])[C:5]([C:16]#[N:17])=[C:4]([CH3:18])[C:3]=1[C:19]1[CH:24]=[CH:23][CH:22]=[C:21]([N+:25]([O-:27])=[O:26])[CH:20]=1.O.C1(C)C=CC(S(O)(=O)=O)=CC=1.C1(C)C=CC=CC=1. The catalyst is C(OCC)(=O)C. The product is [Br:1][C:2]1[C:3]([C:19]2[CH:24]=[CH:23][CH:22]=[C:21]([N+:25]([O-:27])=[O:26])[CH:20]=2)=[C:4]([CH3:18])[C:5]([C:16]#[N:17])=[C:6]2[C:7]=1[O:8][C:10]([C:11]([CH3:12])([CH3:14])[CH3:13])=[N:9]2. The yield is 0.930. (6) The reactants are ClC1C(=O)C(C#N)=C(C#N)C(=O)C=1Cl.[C:15]([C:17]1[CH:22]=[CH:21][C:20]([NH:23][CH:24]([C:30]2[CH:35]=[C:34]([CH:36]=O)[CH:33]=[C:32]([O:38][CH2:39][CH3:40])[CH:31]=2)[C:25]([O:27][CH2:28][CH3:29])=[O:26])=[CH:19][CH:18]=1)#[N:16].[C:41]1([NH2:48])[CH:46]=[CH:45][CH:44]=[CH:43][C:42]=1[NH2:47].O. The catalyst is C(#N)C. The product is [NH:47]1[C:42]2[CH:43]=[CH:44][CH:45]=[CH:46][C:41]=2[N:48]=[C:36]1[C:34]1[CH:35]=[C:30]([CH:24]([NH:23][C:20]2[CH:19]=[CH:18][C:17]([C:15]#[N:16])=[CH:22][CH:21]=2)[C:25]([O:27][CH2:28][CH3:29])=[O:26])[CH:31]=[C:32]([O:38][CH2:39][CH3:40])[CH:33]=1. The yield is 0.300.